From a dataset of Catalyst prediction with 721,799 reactions and 888 catalyst types from USPTO. Predict which catalyst facilitates the given reaction. (1) Reactant: C1C2C(COC([N:18]3[CH2:23][CH2:22][CH:21]([C:24]4[N:25]=[C:26]([C:29]5[CH:34]=[C:33]([C:35]([CH3:38])([CH3:37])[CH3:36])[C:32]([O:39][CH3:40])=[C:31]([C:41]([CH3:44])([CH3:43])[CH3:42])[CH:30]=5)[S:27][CH:28]=4)[CH2:20][CH2:19]3)=O)C3C(=CC=CC=3)C=2C=CC=1.C(N)CC. Product: [C:35]([C:33]1[CH:34]=[C:29]([C:26]2[S:27][CH:28]=[C:24]([CH:21]3[CH2:22][CH2:23][NH:18][CH2:19][CH2:20]3)[N:25]=2)[CH:30]=[C:31]([C:41]([CH3:44])([CH3:43])[CH3:42])[C:32]=1[O:39][CH3:40])([CH3:36])([CH3:37])[CH3:38]. The catalyst class is: 2. (2) Reactant: [Cl:1][C:2]1[C:3]([NH:12][CH2:13][C:14]2([C:20]3[CH:25]=[CH:24][CH:23]=[CH:22][CH:21]=3)[CH2:19][CH2:18][CH2:17][CH2:16][CH2:15]2)=[N:4][CH:5]=[C:6]([C:8]([F:11])([F:10])[F:9])[CH:7]=1.[Cl:26][S:27](O)(=[O:29])=[O:28]. Product: [Cl:1][C:2]1[C:3]([NH:12][CH2:13][C:14]2([C:20]3[CH:25]=[CH:24][C:23]([S:27]([Cl:26])(=[O:29])=[O:28])=[CH:22][CH:21]=3)[CH2:15][CH2:16][CH2:17][CH2:18][CH2:19]2)=[N:4][CH:5]=[C:6]([C:8]([F:11])([F:9])[F:10])[CH:7]=1. The catalyst class is: 2. (3) Reactant: [CH:1]([C:4]1[CH:9]=[CH:8][CH:7]=[C:6]([CH:10]([CH3:12])[CH3:11])[C:5]=1[N:13]1[C:17]2[CH:18]=[CH:19][CH:20]=[CH:21][C:16]=2[N:15]=[C:14]1[C:22]1[CH:23]=[C:24]([C:28]2[N:33]=[C:32]3[C:34]4[C:40]([O:41]C)=[CH:39][CH:38]=[CH:37][C:35]=4[O:36][C:31]3=[CH:30][CH:29]=2)[CH:25]=[CH:26][CH:27]=1)([CH3:3])[CH3:2].Cl.N1C=CC=CC=1. Product: [CH:1]([C:4]1[CH:9]=[CH:8][CH:7]=[C:6]([CH:10]([CH3:12])[CH3:11])[C:5]=1[N:13]1[C:17]2[CH:18]=[CH:19][CH:20]=[CH:21][C:16]=2[N:15]=[C:14]1[C:22]1[CH:23]=[C:24]([C:28]2[N:33]=[C:32]3[C:34]4[C:40]([OH:41])=[CH:39][CH:38]=[CH:37][C:35]=4[O:36][C:31]3=[CH:30][CH:29]=2)[CH:25]=[CH:26][CH:27]=1)([CH3:2])[CH3:3]. The catalyst class is: 6. (4) Reactant: C([C:6]1[CH:16]=[CH:15][C:9]([CH:10]=[CH:11][C:12]([OH:14])=O)=[CH:8][C:7]=1[O:17][CH3:18])(=O)CCC.CN(C=[O:23])C.[C:24](Cl)(=[O:28])[C:25](Cl)=O.[NH2:30][C:31]1[S:32][CH:33]=[C:34]([C:36]2[CH:41]=[CH:40][C:39]([F:42])=[CH:38][CH:37]=2)[N:35]=1.N1[CH:48]=[CH:47]C=CC=1. Product: [F:42][C:39]1[CH:38]=[CH:37][C:36]([C:34]2[N:35]=[C:31]([NH:30][C:12]([CH:11]=[CH:10][C:9]3[CH:15]=[CH:16][C:6]([O:23][C:24](=[O:28])[CH2:25][CH2:47][CH3:48])=[C:7]([O:17][CH3:18])[CH:8]=3)=[O:14])[S:32][CH:33]=2)=[CH:41][CH:40]=1. The catalyst class is: 4. (5) Reactant: [NH2:1][C:2](=[O:31])[CH2:3][NH:4][C:5]1[N:10]=[CH:9][C:8]([C:11]2[C:19]3[C:14](=[CH:15][C:16]([F:20])=[CH:17][CH:18]=3)[N:13]([C:21]([O:23][C:24]([CH3:27])([CH3:26])[CH3:25])=[O:22])[CH:12]=2)=[CH:7][C:6]=1[N+:28]([O-])=O. Product: [NH2:28][C:6]1[CH:7]=[C:8]([C:11]2[C:19]3[C:14](=[CH:15][C:16]([F:20])=[CH:17][CH:18]=3)[N:13]([C:21]([O:23][C:24]([CH3:27])([CH3:26])[CH3:25])=[O:22])[CH:12]=2)[CH:9]=[N:10][C:5]=1[NH:4][CH2:3][C:2]([NH2:1])=[O:31]. The catalyst class is: 19. (6) Reactant: [CH3:1][O:2][C:3]1[CH:9]=[CH:8][C:7]([N+:10]([O-:12])=[O:11])=[CH:6][C:4]=1[NH2:5].C(N(CC)CC)C.[C:20](O[C:20]([O:22][C:23]([CH3:26])([CH3:25])[CH3:24])=[O:21])([O:22][C:23]([CH3:26])([CH3:25])[CH3:24])=[O:21]. Product: [CH3:1][O:2][C:3]1[CH:9]=[CH:8][C:7]([N+:10]([O-:12])=[O:11])=[CH:6][C:4]=1[NH:5][C:20](=[O:21])[O:22][C:23]([CH3:26])([CH3:25])[CH3:24]. The catalyst class is: 230. (7) Reactant: [C:1]([O:5][C:6]([NH:8][CH2:9][CH2:10][C:11]1[CH:21]=[CH:20][C:14]([C:15]([O:17][CH2:18][CH3:19])=[O:16])=[CH:13][CH:12]=1)=[O:7])([CH3:4])([CH3:3])[CH3:2].[CH3:22][Si]([N-][Si](C)(C)C)(C)C.[Na+].S(OC)(OC)(=O)=O. Product: [C:1]([O:5][C:6]([N:8]([CH3:22])[CH2:9][CH2:10][C:11]1[CH:21]=[CH:20][C:14]([C:15]([O:17][CH2:18][CH3:19])=[O:16])=[CH:13][CH:12]=1)=[O:7])([CH3:2])([CH3:3])[CH3:4]. The catalyst class is: 1. (8) Reactant: [Cl:1][CH2:2][C:3]([NH:5][CH2:6][C:7]1[CH:12]=[CH:11][CH:10]=[CH:9][CH:8]=1)=[O:4].[ClH:13].Cl.[CH3:15][O:16][C:17]1[CH:31]=[CH:30][C:20]([C:21](=[O:29])[CH2:22][N:23]2[CH2:28][CH2:27][NH:26][CH2:25][CH2:24]2)=[CH:19][CH:18]=1.C([O-])([O-])=O.[K+].[K+]. Product: [ClH:1].[ClH:13].[CH3:15][O:16][C:17]1[CH:18]=[CH:19][C:20]([C:21](=[O:29])[CH2:22][N:23]2[CH2:28][CH2:27][N:26]([CH2:2][C:3]([NH:5][CH2:6][C:7]3[CH:12]=[CH:11][CH:10]=[CH:9][CH:8]=3)=[O:4])[CH2:25][CH2:24]2)=[CH:30][CH:31]=1. The catalyst class is: 3. (9) Reactant: [C:1]([O:10][CH3:11])(=[O:9])[C:2]([CH2:4][C:5](OC)=[O:6])=[CH2:3].[CH2:12]([NH2:16])[CH:13]([CH3:15])[CH3:14]. Product: [CH2:12]([N:16]1[CH2:3][CH:2]([C:1]([O:10][CH3:11])=[O:9])[CH2:4][C:5]1=[O:6])[CH:13]([CH3:15])[CH3:14]. The catalyst class is: 5. (10) Reactant: [NH:1]1[CH2:6][CH2:5][CH:4]([OH:7])[CH2:3][CH2:2]1.[CH3:8][C:9]([O:12][C:13](O[C:13]([O:12][C:9]([CH3:11])([CH3:10])[CH3:8])=[O:14])=[O:14])([CH3:11])[CH3:10].CCN(CC)CC. Product: [OH:7][CH:4]1[CH2:5][CH2:6][N:1]([C:13]([O:12][C:9]([CH3:11])([CH3:10])[CH3:8])=[O:14])[CH2:2][CH2:3]1. The catalyst class is: 2.